From a dataset of CYP1A2 inhibition data for predicting drug metabolism from PubChem BioAssay. Regression/Classification. Given a drug SMILES string, predict its absorption, distribution, metabolism, or excretion properties. Task type varies by dataset: regression for continuous measurements (e.g., permeability, clearance, half-life) or binary classification for categorical outcomes (e.g., BBB penetration, CYP inhibition). Dataset: cyp1a2_veith. (1) The molecule is CSc1ccc2nnc(-c3cccc(F)c3)n2n1. The result is 1 (inhibitor). (2) The compound is C[C@@H]([C@H](O)c1ccc(O)cc1)N1CCC(Cc2ccccc2)CC1. The result is 1 (inhibitor). (3) The compound is O=C(OC1CCN(c2ncc(C(F)(F)F)cc2Cl)CC1)c1cccc(C(F)(F)F)c1. The result is 0 (non-inhibitor). (4) The compound is COc1cc(NC(=S)NC(=O)c2c(OC)cccc2OC)ccc1NC(=O)c1cccs1. The result is 0 (non-inhibitor).